Dataset: Full USPTO retrosynthesis dataset with 1.9M reactions from patents (1976-2016). Task: Predict the reactants needed to synthesize the given product. (1) The reactants are: [CH:1]1(/[C:6](/[N:10]2[CH:14]=[C:13]([C:15]3[C:16]4[CH:23]=[CH:22][N:21](COCC[Si](C)(C)C)[C:17]=4[N:18]=[CH:19][N:20]=3)[CH:12]=[N:11]2)=[CH:7]/[C:8]#[N:9])[CH2:5][CH2:4][CH2:3][CH2:2]1. Given the product [CH:1]1(/[C:6](/[N:10]2[CH:14]=[C:13]([C:15]3[C:16]4[CH:23]=[CH:22][NH:21][C:17]=4[N:18]=[CH:19][N:20]=3)[CH:12]=[N:11]2)=[CH:7]/[C:8]#[N:9])[CH2:5][CH2:4][CH2:3][CH2:2]1, predict the reactants needed to synthesize it. (2) Given the product [CH2:3]([N:12]1[C:13]2[CH:1]=[CH:2][C:3]([C:14]([N:21]3[CH2:22][CH2:23][S:18](=[O:24])(=[O:17])[CH2:19][CH2:20]3)=[O:16])=[CH:4][C:5]=2[C:6]2[C:11]1=[CH:10][CH:9]=[CH:8][CH:7]=2)[CH2:2][CH2:1][CH2:13][CH3:5], predict the reactants needed to synthesize it. The reactants are: [CH:1]1[C:13]2[NH:12][C:11]3[C:6](=[CH:7][CH:8]=[CH:9][CH:10]=3)[C:5]=2[CH:4]=[C:3]([C:14]([OH:16])=O)[CH:2]=1.[O:17]=[S:18]1(=[O:24])[CH2:23][CH2:22][NH:21][CH2:20][CH2:19]1.